From a dataset of Forward reaction prediction with 1.9M reactions from USPTO patents (1976-2016). Predict the product of the given reaction. Given the reactants [CH3:1][C:2]1[N:7]=[C:6]([C:8]2[CH:13]=[CH:12][CH:11]=[C:10]([C:14]3[CH:15]=[C:16]([S:20](Cl)(=[O:22])=[O:21])[CH:17]=[CH:18][CH:19]=3)[N:9]=2)[CH:5]=[C:4]([C:24]2[CH:29]=[CH:28][C:27]([C:30]([F:33])([F:32])[F:31])=[CH:26][CH:25]=2)[CH:3]=1.[NH:34]([CH2:38][CH2:39][OH:40])[CH2:35][CH2:36][OH:37], predict the reaction product. The product is: [OH:37][CH2:36][CH2:35][N:34]([CH2:38][CH2:39][OH:40])[S:20]([C:16]1[CH:17]=[CH:18][CH:19]=[C:14]([C:10]2[N:9]=[C:8]([C:6]3[CH:5]=[C:4]([C:24]4[CH:29]=[CH:28][C:27]([C:30]([F:32])([F:33])[F:31])=[CH:26][CH:25]=4)[CH:3]=[C:2]([CH3:1])[N:7]=3)[CH:13]=[CH:12][CH:11]=2)[CH:15]=1)(=[O:22])=[O:21].